This data is from Forward reaction prediction with 1.9M reactions from USPTO patents (1976-2016). The task is: Predict the product of the given reaction. Given the reactants [Br:1][C:2]1[CH:7]=[CH:6][C:5]([S:8]([N:11]2[CH2:16][CH2:15][C:14]([CH2:18][NH:19][CH:20]3[CH2:22][CH2:21]3)([OH:17])[CH:13]([F:23])[CH2:12]2)(=[O:10])=[O:9])=[CH:4][CH:3]=1.[Cl:24][CH2:25][C:26](Cl)=[O:27].CCN(C(C)C)C(C)C, predict the reaction product. The product is: [Br:1][C:2]1[CH:7]=[CH:6][C:5]([S:8]([N:11]2[CH2:16][CH2:15][C:14]([CH2:18][N:19]([CH:20]3[CH2:22][CH2:21]3)[C:26](=[O:27])[CH2:25][Cl:24])([OH:17])[CH:13]([F:23])[CH2:12]2)(=[O:9])=[O:10])=[CH:4][CH:3]=1.